Dataset: Full USPTO retrosynthesis dataset with 1.9M reactions from patents (1976-2016). Task: Predict the reactants needed to synthesize the given product. Given the product [CH2:1]([N:8]1[C:12]([C:13]2[CH:18]=[CH:17][CH:16]=[CH:15][C:14]=2[C:26]2[CH:31]=[CH:30][C:29]([CH3:32])=[CH:28][CH:27]=2)=[N:11][N:10]=[N:9]1)[C:2]1[CH:3]=[CH:4][CH:5]=[CH:6][CH:7]=1, predict the reactants needed to synthesize it. The reactants are: [CH2:1]([N:8]1[C:12]([C:13]2[CH:18]=[CH:17][CH:16]=[CH:15][CH:14]=2)=[N:11][N:10]=[N:9]1)[C:2]1[CH:7]=[CH:6][CH:5]=[CH:4][CH:3]=1.C(=O)([O-])[O-].[K+].[K+].Br[C:26]1[CH:31]=[CH:30][C:29]([CH3:32])=[CH:28][CH:27]=1.CN1CCCC1=O.